Dataset: Full USPTO retrosynthesis dataset with 1.9M reactions from patents (1976-2016). Task: Predict the reactants needed to synthesize the given product. (1) Given the product [Br:15][C:10]1[C:9]2[C:4](=[CH:5][CH:6]=[C:7]([Cl:13])[CH:8]=2)[N:3]=[C:2]([NH2:1])[CH:11]=1, predict the reactants needed to synthesize it. The reactants are: [NH2:1][C:2]1[CH:11]=[C:10](O)[C:9]2[C:4](=[CH:5][CH:6]=[C:7]([Cl:13])[CH:8]=2)[N:3]=1.P(Br)(Br)[Br:15].P(Br)(Br)(Br)=O.[OH-].[Na+]. (2) Given the product [CH3:1][O:2][C:3](=[O:15])[CH2:4][C:5]1[C:13]2[C:8](=[N:9][CH:10]=[CH:11][CH:12]=2)[N:7]([CH2:42][C:41]2[CH:40]=[CH:39][C:38]([S:35]([CH3:34])(=[O:37])=[O:36])=[CH:45][CH:44]=2)[C:6]=1[CH3:14], predict the reactants needed to synthesize it. The reactants are: [CH3:1][O:2][C:3](=[O:15])[CH2:4][C:5]1[C:13]2[C:8](=[N:9][CH:10]=[CH:11][CH:12]=2)[NH:7][C:6]=1[CH3:14].CCN(P1(N(C)CCCN1C)=NC(C)(C)C)CC.[CH3:34][S:35]([C:38]1[CH:45]=[CH:44][C:41]([CH2:42]Br)=[CH:40][CH:39]=1)(=[O:37])=[O:36]. (3) Given the product [F:43][C:44]([F:50])([F:49])[CH2:45][C:46]([NH:1][C:4]1[C:5]([NH:10][CH2:11][CH:12]2[CH2:17][CH2:16][C:15]([OH:18])([C:19]3[CH:24]=[CH:23][CH:22]=[CH:21][CH:20]=3)[CH2:14][CH2:13]2)=[N:6][CH:7]=[CH:8][CH:9]=1)=[O:47], predict the reactants needed to synthesize it. The reactants are: [N+:1]([C:4]1[C:5]([NH:10][CH2:11][CH:12]2[CH2:17][CH2:16][C:15]([C:19]3[CH:24]=[CH:23][CH:22]=[CH:21][CH:20]=3)([OH:18])[CH2:14][CH2:13]2)=[N:6][CH:7]=[CH:8][CH:9]=1)([O-])=O.CCN(CC)CC.O.ON1C2C=CC=CC=2N=N1.[F:43][C:44]([F:50])([F:49])[CH2:45][C:46](O)=[O:47]. (4) The reactants are: [F:1][C:2]1[CH:7]=[CH:6][C:5]([C@H:8]([O:30][CH3:31])[CH2:9][C@@H:10]([C:26]([O:28][CH3:29])=[O:27])[CH2:11][CH2:12][N:13]2[CH2:18][CH2:17][N:16](C(OC(C)(C)C)=O)[CH2:15][CH2:14]2)=[CH:4][CH:3]=1.C(O)(C(F)(F)F)=O. Given the product [F:1][C:2]1[CH:7]=[CH:6][C:5]([C@H:8]([O:30][CH3:31])[CH2:9][C@H:10]([CH2:11][CH2:12][N:13]2[CH2:14][CH2:15][NH:16][CH2:17][CH2:18]2)[C:26]([O:28][CH3:29])=[O:27])=[CH:4][CH:3]=1, predict the reactants needed to synthesize it. (5) Given the product [CH2:50]([O:49][C:45](=[O:48])[CH:46]=[CH:47][C:13]1[CH:14]=[CH:15][C:10]([CH:8]([NH:7][C:6]([O:5][C:1]([CH3:4])([CH3:3])[CH3:2])=[O:17])[CH3:9])=[CH:11][CH:12]=1)[CH3:51], predict the reactants needed to synthesize it. The reactants are: [C:1]([O:5][C:6](=[O:17])[NH:7][CH:8]([C:10]1[CH:15]=[CH:14][C:13](Br)=[CH:12][CH:11]=1)[CH3:9])([CH3:4])([CH3:3])[CH3:2].CN(C1CCCCC1)C1CCCCC1.C(P(C(C)(C)C)C(C)(C)C)(C)(C)C.[C:45]([O:49][CH2:50][CH3:51])(=[O:48])[CH:46]=[CH2:47].